Dataset: Reaction yield outcomes from USPTO patents with 853,638 reactions. Task: Predict the reaction yield, written as a fraction of the theoretical maximum amount of product (1.0 means a 100% yield; for example, 0.34 means a 34% yield). (1) The reactants are [C:1]([O:4][CH:5]1[C:9]2=[N:10][CH:11]=[C:12]([N+:33]([O-])=O)[C:13]([N:14]3[CH2:19][C@H:18]([CH3:20])[C@@H:17]([O:21][C:22](=[O:24])[CH3:23])[C@H:16]([NH:25][C:26]([O:28][C:29]([CH3:32])([CH3:31])[CH3:30])=[O:27])[CH2:15]3)=[C:8]2[CH2:7][CH2:6]1)(=[O:3])[CH3:2].O.CC(O)=O. The catalyst is CCOC(C)=O.[Fe]. The product is [C:22]([O:21][C@@H:17]1[C@@H:18]([CH3:20])[CH2:19][N:14]([C:13]2[C:12]([NH2:33])=[CH:11][N:10]=[C:9]3[CH:5]([O:4][C:1](=[O:3])[CH3:2])[CH2:6][CH2:7][C:8]=23)[CH2:15][C@H:16]1[NH:25][C:26]([O:28][C:29]([CH3:30])([CH3:32])[CH3:31])=[O:27])(=[O:24])[CH3:23]. The yield is 0.920. (2) The reactants are [CH3:1][C:2]1[CH:3]=[CH:4][C:5]2[O:9][N:8]=[C:7]([OH:10])[C:6]=2[CH:11]=1.[C:12](Cl)([C:25]1[CH:30]=[CH:29][CH:28]=[CH:27][CH:26]=1)([C:19]1[CH:24]=[CH:23][CH:22]=[CH:21][CH:20]=1)[C:13]1[CH:18]=[CH:17][CH:16]=[CH:15][CH:14]=1.N1C=CC=CC=1. The catalyst is C(Cl)Cl. The product is [CH3:1][C:2]1[CH:3]=[CH:4][C:5]2[O:9][N:8]([C:12]([C:13]3[CH:18]=[CH:17][CH:16]=[CH:15][CH:14]=3)([C:25]3[CH:26]=[CH:27][CH:28]=[CH:29][CH:30]=3)[C:19]3[CH:20]=[CH:21][CH:22]=[CH:23][CH:24]=3)[C:7](=[O:10])[C:6]=2[CH:11]=1. The yield is 0.734. (3) The reactants are Br[CH2:2][C:3]1[NH:8][C:7]([C:9]2[S:10][CH:11]=[CH:12][N:13]=2)=[N:6][CH:5]([C:14]2[CH:19]=[CH:18][C:17]([F:20])=[CH:16][C:15]=2[Cl:21])[C:4]=1[C:22]([O:24][CH2:25][CH3:26])=[O:23].Cl.[NH:28]1[CH2:33][CH2:32][O:31][CH2:30][CH:29]1[CH2:34][CH2:35][C:36]([OH:38])=[O:37]. No catalyst specified. The yield is 0.420. The product is [Cl:21][C:15]1[CH:16]=[C:17]([F:20])[CH:18]=[CH:19][C:14]=1[CH:5]1[N:6]=[C:7]([C:9]2[S:10][CH:11]=[CH:12][N:13]=2)[NH:8][C:3]([CH2:2][N:28]2[CH2:33][CH2:32][O:31][CH2:30][CH:29]2[CH2:34][CH2:35][C:36]([OH:38])=[O:37])=[C:4]1[C:22]([O:24][CH2:25][CH3:26])=[O:23]. (4) The reactants are [Cl:1][C:2]1[CH:7]=[CH:6][C:5]([C:8]2[CH:9]([C:20]3[CH:25]=[CH:24][C:23]([I:26])=[CH:22][CH:21]=3)[O:10][C:11]3[C:16]([C:17]=2[CH3:18])=[CH:15][C:14]([OH:19])=[CH:13][CH:12]=3)=[CH:4][C:3]=1[F:27].C1(C)C=CC(S([O-])(=O)=O)=CC=1.[NH+]1C=CC=CC=1.[O:45]1[CH:50]=[CH:49][CH2:48][CH2:47][CH2:46]1. The catalyst is C(Cl)Cl. The product is [Cl:1][C:2]1[CH:7]=[CH:6][C:5]([C:8]2[CH:9]([C:20]3[CH:21]=[CH:22][C:23]([I:26])=[CH:24][CH:25]=3)[O:10][C:11]3[C:16]([C:17]=2[CH3:18])=[CH:15][C:14]([O:19][CH:46]2[CH2:47][CH2:48][CH2:49][CH2:50][O:45]2)=[CH:13][CH:12]=3)=[CH:4][C:3]=1[F:27]. The yield is 0.800. (5) The reactants are [Br:1][C:2]1[CH:3]=[C:4]([CH2:8][C:9]([OH:11])=[O:10])[CH:5]=[CH:6][CH:7]=1.S(=O)(=O)(O)O.[CH3:17]O. No catalyst specified. The product is [Br:1][C:2]1[CH:3]=[C:4]([CH2:8][C:9]([O:11][CH3:17])=[O:10])[CH:5]=[CH:6][CH:7]=1. The yield is 0.910. (6) The yield is 0.850. No catalyst specified. The product is [NH2:23][C:20]1[CH:21]=[CH:22][C:17]([O:16][C:11]2[CH:10]=[CH:9][C:8]3[C:13](=[CH:14][CH:15]=[C:6]([O:5][C:4]4[CH:27]=[CH:28][C:29]([NH2:30])=[C:2]([OH:1])[CH:3]=4)[CH:7]=3)[CH:12]=2)=[CH:18][C:19]=1[OH:26]. The reactants are [OH:1][C:2]1[CH:3]=[C:4]([CH:27]=[CH:28][C:29]=1[N+:30]([O-])=O)[O:5][C:6]1[CH:15]=[CH:14][C:13]2[C:8](=[CH:9][CH:10]=[C:11]([O:16][C:17]3[CH:22]=[CH:21][C:20]([N+:23]([O-])=O)=[C:19]([OH:26])[CH:18]=3)[CH:12]=2)[CH:7]=1.[K+].[Br-]. (7) The reactants are [CH2:1]([C:3]1[CH:4]=[C:5]2[C:10](=[CH:11][C:12]=1[OH:13])[O:9][CH:8]([C:14]([F:17])([F:16])[F:15])[C:7]([C:18]([O:20]CC)=[O:19])=[CH:6]2)[CH3:2].C(O)C.O.[OH-].[Li+].Cl. The catalyst is O. The product is [CH2:1]([C:3]1[CH:4]=[C:5]2[C:10](=[CH:11][C:12]=1[OH:13])[O:9][CH:8]([C:14]([F:15])([F:16])[F:17])[C:7]([C:18]([OH:20])=[O:19])=[CH:6]2)[CH3:2]. The yield is 0.940. (8) The reactants are [CH3:1][O:2][C:3]([C:5]1[CH:15]=[C:14]([O:16]C)[C:8]2[CH2:9][C:10]([CH3:13])([CH3:12])[O:11][C:7]=2[CH:6]=1)=[O:4].COC(C1C=C(OC)C=C2OC(C)(C)CC=12)=O.B(Br)(Br)Br. The catalyst is C(Cl)Cl. The product is [CH3:1][O:2][C:3]([C:5]1[CH:15]=[C:14]([OH:16])[C:8]2[CH2:9][C:10]([CH3:13])([CH3:12])[O:11][C:7]=2[CH:6]=1)=[O:4]. The yield is 0.100.